This data is from Reaction yield outcomes from USPTO patents with 853,638 reactions. The task is: Predict the reaction yield, written as a fraction of the theoretical maximum amount of product (1.0 means a 100% yield; for example, 0.34 means a 34% yield). (1) The reactants are [OH:1][C:2]1[CH:3]=[C:4]([CH:7]=[CH:8][CH:9]=1)[C:5]#[N:6].[H-].[Na+].Cl[C:13]1[N:18]=[N:17][C:16]([C:19]([NH2:21])=[O:20])=[C:15]([NH:22][C:23]2[CH:28]=[CH:27][CH:26]=[C:25]([CH3:29])[N:24]=2)[CH:14]=1. The catalyst is CN(C)C=O. The product is [C:5]([C:4]1[CH:3]=[C:2]([CH:9]=[CH:8][CH:7]=1)[O:1][C:13]1[N:18]=[N:17][C:16]([C:19]([NH2:21])=[O:20])=[C:15]([NH:22][C:23]2[CH:28]=[CH:27][CH:26]=[C:25]([CH3:29])[N:24]=2)[CH:14]=1)#[N:6]. The yield is 0.520. (2) The reactants are [Cl:1][C:2]1[CH:10]=[C:9]2[C:5]([C:6]([C:11]([O:13]C)=[O:12])=[CH:7][NH:8]2)=[CH:4][C:3]=1[C:15]1[CH:20]=[CH:19][C:18]([O:21][CH2:22][CH2:23][CH2:24][N:25]2[CH2:30][CH2:29][NH:28][CH2:27][CH2:26]2)=[CH:17][CH:16]=1.[OH-].[Na+]. The catalyst is CO. The product is [Cl:1][C:2]1[CH:10]=[C:9]2[C:5]([C:6]([C:11]([OH:13])=[O:12])=[CH:7][NH:8]2)=[CH:4][C:3]=1[C:15]1[CH:16]=[CH:17][C:18]([O:21][CH2:22][CH2:23][CH2:24][N:25]2[CH2:26][CH2:27][NH:28][CH2:29][CH2:30]2)=[CH:19][CH:20]=1. The yield is 0.470. (3) The reactants are [N+:1]([C:4]1[CH:9]=[CH:8][C:7]([C:10]#[C:11][Si:12]([CH3:15])([CH3:14])[CH3:13])=[CH:6][N:5]=1)([O-])=O.O.[Cl-].[NH4+]. The catalyst is O1CCCC1.[Fe]. The product is [CH3:13][Si:12]([C:11]#[C:10][C:7]1[CH:8]=[CH:9][C:4]([NH2:1])=[N:5][CH:6]=1)([CH3:14])[CH3:15]. The yield is 0.910. (4) The reactants are Br[C:2]1[CH:3]=[C:4]([N:22]([CH:26]2[CH2:31][CH2:30][O:29][CH2:28][CH2:27]2)[C:23](=[O:25])[CH3:24])[C:5]([CH3:21])=[C:6]([CH:20]=1)[C:7]([NH:9][CH2:10][C:11]1[C:12](=[O:19])[NH:13][C:14]([CH3:18])=[CH:15][C:16]=1[CH3:17])=[O:8].[O:32]1[CH2:37][CH2:36][N:35]([CH2:38][C:39]2[CH:44]=[CH:43][C:42](B(O)O)=[CH:41][CH:40]=2)[CH2:34][CH2:33]1.C(=O)([O-])[O-].[Na+].[Na+]. The catalyst is O1CCOCC1.O.CO.C(Cl)Cl. The product is [CH3:17][C:16]1[CH:15]=[C:14]([CH3:18])[NH:13][C:12](=[O:19])[C:11]=1[CH2:10][NH:9][C:7]([C:6]1[CH:20]=[C:2]([C:42]2[CH:41]=[CH:40][C:39]([CH2:38][N:35]3[CH2:36][CH2:37][O:32][CH2:33][CH2:34]3)=[CH:44][CH:43]=2)[CH:3]=[C:4]([N:22]([CH:26]2[CH2:31][CH2:30][O:29][CH2:28][CH2:27]2)[C:23](=[O:25])[CH3:24])[C:5]=1[CH3:21])=[O:8]. The yield is 0.230. (5) The reactants are [NH2:1][C:2]1[N:7]=[CH:6][N:5]=[C:4]2[N:8]([CH2:25][C@@H:26]3[CH2:30][CH2:29][CH2:28][N:27]3[C:31](=[O:35])[CH2:32][C:33]#[N:34])[N:9]=[C:10]([C:11]3[CH:16]=[CH:15][C:14]([O:17][C:18]4[CH:23]=[CH:22][CH:21]=[CH:20][CH:19]=4)=[CH:13][C:12]=3[F:24])[C:3]=12.[CH:36]1([NH:39][C:40]([CH3:44])([CH3:43])[CH:41]=O)[CH2:38][CH2:37]1. The catalyst is N1CCCCC1.CC#N. The product is [NH2:1][C:2]1[N:7]=[CH:6][N:5]=[C:4]2[N:8]([CH2:25][C@@H:26]3[CH2:30][CH2:29][CH2:28][N:27]3[C:31]([C:32](=[CH:41][C:40]([NH:39][CH:36]3[CH2:38][CH2:37]3)([CH3:44])[CH3:43])[C:33]#[N:34])=[O:35])[N:9]=[C:10]([C:11]3[CH:16]=[CH:15][C:14]([O:17][C:18]4[CH:19]=[CH:20][CH:21]=[CH:22][CH:23]=4)=[CH:13][C:12]=3[F:24])[C:3]=12. The yield is 0.270. (6) The reactants are [CH3:1][O:2][C:3]1[CH:4]=[C:5]2[C:10](=[CH:11][C:12]=1[O:13][CH3:14])[N:9]=[CH:8][CH:7]=[C:6]2[O:15][C:16]1[CH:22]=[CH:21][C:19]([NH2:20])=[CH:18][C:17]=1[F:23].C(O)C.[Cl:27][C:28]1[CH:29]=[C:30]([C:34]([N:36]=[C:37]=[S:38])=[O:35])[CH:31]=[CH:32][CH:33]=1. The catalyst is C1(C)C=CC=CC=1. The product is [Cl:27][C:28]1[CH:29]=[C:30]([CH:31]=[CH:32][CH:33]=1)[C:34]([NH:36][C:37]([NH:20][C:19]1[CH:21]=[CH:22][C:16]([O:15][C:6]2[C:5]3[C:10](=[CH:11][C:12]([O:13][CH3:14])=[C:3]([O:2][CH3:1])[CH:4]=3)[N:9]=[CH:8][CH:7]=2)=[C:17]([F:23])[CH:18]=1)=[S:38])=[O:35]. The yield is 0.900. (7) The reactants are [Cl:1][C:2]1[CH:7]=[CH:6][N:5]=[C:4]([NH2:8])[C:3]=1[I:9].[N+:10]([O-])([O-:12])=[O:11].[K+].[OH-].[NH4+]. The catalyst is OS(O)(=O)=O. The product is [Cl:1][C:2]1[C:7]([N+:10]([O-:12])=[O:11])=[CH:6][N:5]=[C:4]([NH2:8])[C:3]=1[I:9]. The yield is 0.290.